From a dataset of Peptide-MHC class II binding affinity with 134,281 pairs from IEDB. Regression. Given a peptide amino acid sequence and an MHC pseudo amino acid sequence, predict their binding affinity value. This is MHC class II binding data. (1) The peptide sequence is RGWGNGCGLFGKGSI. The MHC is DRB3_0101 with pseudo-sequence DRB3_0101. The binding affinity (normalized) is 0. (2) The peptide sequence is EVIPTAFKIGKTYTP. The MHC is HLA-DQA10104-DQB10503 with pseudo-sequence HLA-DQA10104-DQB10503. The binding affinity (normalized) is 0.291. (3) The peptide sequence is YDKFLANVSTVITGK. The MHC is DRB1_1001 with pseudo-sequence DRB1_1001. The binding affinity (normalized) is 0.687. (4) The peptide sequence is HLISFYADPKRFFLP. The MHC is DRB1_0101 with pseudo-sequence DRB1_0101. The binding affinity (normalized) is 0.439.